This data is from Catalyst prediction with 721,799 reactions and 888 catalyst types from USPTO. The task is: Predict which catalyst facilitates the given reaction. (1) Reactant: [CH:1]1[C:6]([OH:7])=[CH:5][CH:4]=[C:3]([Br:8])[CH:2]=1.[CH:9]([Si:12](Cl)([CH:16]([CH3:18])[CH3:17])[CH:13]([CH3:15])[CH3:14])([CH3:11])[CH3:10].N1C=CN=C1. Product: [Br:8][C:3]1[CH:4]=[CH:5][C:6]([O:7][Si:12]([CH:16]([CH3:18])[CH3:17])([CH:13]([CH3:15])[CH3:14])[CH:9]([CH3:11])[CH3:10])=[CH:1][CH:2]=1. The catalyst class is: 158. (2) Reactant: [C:1]([NH2:5])([CH3:4])([CH3:3])[CH3:2].[C:6]([O:10][CH2:11][C@H:12]([CH3:34])[O:13][C:14]1[CH:15]=[C:16]([CH:20]=[C:21]([O:23][C:24]2[CH:29]=[CH:28][C:27]([S:30]([CH3:33])(=[O:32])=[O:31])=[CH:26][CH:25]=2)[CH:22]=1)[C:17]([OH:19])=[O:18])([CH3:9])([CH3:8])[CH3:7]. Product: [C:1]([NH2:5])([CH3:4])([CH3:3])[CH3:2].[C:6]([O:10][CH2:11][C@H:12]([CH3:34])[O:13][C:14]1[CH:15]=[C:16]([CH:20]=[C:21]([O:23][C:24]2[CH:29]=[CH:28][C:27]([S:30]([CH3:33])(=[O:32])=[O:31])=[CH:26][CH:25]=2)[CH:22]=1)[C:17]([O:19][NH2+:5][C:1]([CH3:4])([CH3:3])[CH3:2])=[O:18])([CH3:9])([CH3:8])[CH3:7]. The catalyst class is: 237. (3) Reactant: [O-]P([O-])([O-])=O.[K+].[K+].[K+].I[C:10]1[CH:11]=[N:12][N:13]2[CH2:18][CH2:17][N:16]([C:19]([O:21][C:22]([CH3:25])([CH3:24])[CH3:23])=[O:20])[CH2:15][C:14]=12.[NH:26]1[CH2:30][CH2:29][CH2:28][C:27]1=[O:31].CN[C@@H]1CCCC[C@H]1NC. Product: [O:31]=[C:27]1[CH2:28][CH2:29][CH2:30][N:26]1[C:10]1[CH:11]=[N:12][N:13]2[CH2:18][CH2:17][N:16]([C:19]([O:21][C:22]([CH3:25])([CH3:24])[CH3:23])=[O:20])[CH2:15][C:14]=12. The catalyst class is: 12. (4) Reactant: [Cl:1][C:2]1[CH:3]=[C:4]2[C:9](=[CH:10][CH:11]=1)[N:8]=[C:7]([CH3:12])[CH:6]=[N:5]2. Product: [Cl:1][C:2]1[CH:3]=[C:4]2[C:9](=[CH:10][CH:11]=1)[NH:8][C@@H:7]([CH3:12])[CH2:6][NH:5]2. The catalyst class is: 11. (5) Reactant: [F:1][C:2]1[CH:3]=[C:4]([CH:25]=[CH:26][C:27]=1[F:28])[CH2:5][N:6]1[C:10]2[CH:11]=[CH:12][CH:13]=[CH:14][C:9]=2[N:8]([CH2:15][C:16]2[CH:21]=[CH:20][C:19]([F:22])=[C:18]([F:23])[CH:17]=2)[C:7]1=[NH:24].[Br:29]Br.C([O-])(O)=O.[Na+]. Product: [F:23][C:18]1[CH:17]=[C:16]([CH:21]=[CH:20][C:19]=1[F:22])[CH2:15][N:8]1[C:9]2[CH:14]=[CH:13][C:12]([Br:29])=[CH:11][C:10]=2[N:6]([CH2:5][C:4]2[CH:25]=[CH:26][C:27]([F:28])=[C:2]([F:1])[CH:3]=2)[C:7]1=[NH:24]. The catalyst class is: 4. (6) Reactant: [C:1]([C:3]1[CH:4]=[C:5]([B:10]2[O:18][C:15]([CH3:17])([CH3:16])[C:12]([CH3:14])([CH3:13])[O:11]2)[CH:6]=[CH:7][C:8]=1F)#[N:2].[NH:19]1[CH2:23][CH2:22][CH2:21][CH2:20]1. Product: [N:19]1([C:8]2[CH:7]=[CH:6][C:5]([B:10]3[O:18][C:15]([CH3:17])([CH3:16])[C:12]([CH3:14])([CH3:13])[O:11]3)=[CH:4][C:3]=2[C:1]#[N:2])[CH2:23][CH2:22][CH2:21][CH2:20]1. The catalyst class is: 37. (7) Reactant: Br[C:2]1[CH:7]=[CH:6][C:5]([C:8]([F:11])([F:10])[F:9])=[C:4]([F:12])[CH:3]=1.C(OCC)C.C([Li])CCC.[F:23][C:24]1[CH:29]=[C:28]([CH:30]2[CH2:35][CH2:34][CH:33]([CH2:36][CH2:37][CH3:38])[CH2:32][CH2:31]2)[CH:27]=[CH:26][C:25]=1[C:39]([F:43])=[C:40](F)[F:41]. Product: [F:43]/[C:39](/[C:25]1[CH:26]=[CH:27][C:28]([CH:30]2[CH2:35][CH2:34][CH:33]([CH2:36][CH2:37][CH3:38])[CH2:32][CH2:31]2)=[CH:29][C:24]=1[F:23])=[C:40](/[F:41])\[C:2]1[CH:7]=[CH:6][C:5]([C:8]([F:11])([F:10])[F:9])=[C:4]([F:12])[CH:3]=1. The catalyst class is: 11. (8) Reactant: [CH3:1][C@@H:2]([NH:10][C:11](=[O:38])[CH:12]([NH2:37])[CH2:13][CH2:14][CH2:15][NH:16]/[C:17](/[NH2:36])=[N:18]/[S:19]([C:22]1[C:23]([CH3:35])=[C:24]([CH3:34])[C:25]2[O:29][C:28]([CH3:31])([CH3:30])[CH2:27][C:26]=2[C:32]=1[CH3:33])(=[O:21])=[O:20])[CH2:3][C:4]1[CH:9]=[CH:8][CH:7]=[CH:6][CH:5]=1.CCN(C(C)C)C(C)C.[C:48](OC(=O)C)(=[O:50])[CH3:49].C(N)C.C1COCC1. Product: [CH3:1][C@@H:2]([NH:10][C:11](=[O:38])[CH:12]([NH:37][C:48](=[O:50])[CH3:49])[CH2:13][CH2:14][CH2:15][NH:16]/[C:17](/[NH2:36])=[N:18]/[S:19]([C:22]1[C:23]([CH3:35])=[C:24]([CH3:34])[C:25]2[O:29][C:28]([CH3:31])([CH3:30])[CH2:27][C:26]=2[C:32]=1[CH3:33])(=[O:21])=[O:20])[CH2:3][C:4]1[CH:9]=[CH:8][CH:7]=[CH:6][CH:5]=1. The catalyst class is: 22. (9) Reactant: [C:1]([N:4]([C:8]1[C:13]([CH3:14])=[C:12]([Cl:15])[CH:11]=[C:10]([C:16](=O)[CH3:17])[C:9]=1[C:19]1[CH:24]=[CH:23][CH:22]=[C:21]([F:25])[CH:20]=1)C(=O)C)(=[O:3])[CH3:2].C([O-])(=O)C.[NH4+].C([BH3-])#[N:32].[Na+]. Product: [NH2:32][CH:16]([C:10]1[C:9]([C:19]2[CH:24]=[CH:23][CH:22]=[C:21]([F:25])[CH:20]=2)=[C:8]([NH:4][C:1](=[O:3])[CH3:2])[C:13]([CH3:14])=[C:12]([Cl:15])[CH:11]=1)[CH3:17]. The catalyst class is: 449. (10) Reactant: [Br:1][C:2]1[C:6]2[CH:7]=[N:8][CH:9]=[CH:10][C:5]=2[NH:4][C:3]=1[C:11]([O:13][CH3:14])=[O:12].Br[CH2:16][CH2:17][CH2:18][S:19]([CH3:22])(=[O:21])=[O:20].C(=O)([O-])[O-].[Cs+].[Cs+].O. Product: [Br:1][C:2]1[C:6]2[CH:7]=[N:8][CH:9]=[CH:10][C:5]=2[N:4]([CH2:16][CH2:17][CH2:18][S:19]([CH3:22])(=[O:21])=[O:20])[C:3]=1[C:11]([O:13][CH3:14])=[O:12]. The catalyst class is: 3.